From a dataset of Forward reaction prediction with 1.9M reactions from USPTO patents (1976-2016). Predict the product of the given reaction. (1) Given the reactants [NH2:1][C:2]1[CH:7]=[CH:6][C:5]([C:8]2[NH:9][C:10](=[O:22])[C:11]3[O:16][C:15]4[CH:17]=[CH:18][C:19]([Br:21])=[CH:20][C:14]=4[C:12]=3[N:13]=2)=[C:4]([Cl:23])[CH:3]=1.[CH:24]([CH:26]1[CH2:31][CH2:30][N:29](C(OC(C)(C)C)=O)[CH2:28][CH2:27]1)=O.C(O[BH-](OC(=O)C)OC(=O)C)(=O)C.[Na+], predict the reaction product. The product is: [Br:21][C:19]1[CH:18]=[CH:17][C:15]2[O:16][C:11]3[C:10](=[O:22])[NH:9][C:8]([C:5]4[CH:6]=[CH:7][C:2]([NH:1][CH2:24][CH:26]5[CH2:31][CH2:30][NH:29][CH2:28][CH2:27]5)=[CH:3][C:4]=4[Cl:23])=[N:13][C:12]=3[C:14]=2[CH:20]=1. (2) Given the reactants [Br:1][C:2]1[CH:3]=[C:4]([C:8](=O)[CH2:9][CH3:10])[CH:5]=[CH:6][CH:7]=1.[OH-].[K+], predict the reaction product. The product is: [Br:1][C:2]1[CH:7]=[CH:6][CH:5]=[C:4]([CH2:8][CH2:9][CH3:10])[CH:3]=1. (3) Given the reactants [F:1][C:2]1[CH:3]=[C:4]2[C:8](=[CH:9][CH:10]=1)[NH:7][C:6](=[O:11])[C:5]2=[CH:12][C:13]1[CH:29]=[CH:28][C:16]([C:17]([NH:19][CH2:20][CH2:21][CH2:22][CH2:23][CH2:24][C:25](O)=[O:26])=[O:18])=[CH:15][CH:14]=1.C(N(CC)CC)C.ClC(OCC)=O.[NH2:43][OH:44], predict the reaction product. The product is: [F:1][C:2]1[CH:3]=[C:4]2[C:8](=[CH:9][CH:10]=1)[NH:7][C:6](=[O:11])[C:5]2=[CH:12][C:13]1[CH:29]=[CH:28][C:16]([C:17]([NH:19][CH2:20][CH2:21][CH2:22][CH2:23][CH2:24][C:25]([NH:43][OH:44])=[O:26])=[O:18])=[CH:15][CH:14]=1.